Dataset: Full USPTO retrosynthesis dataset with 1.9M reactions from patents (1976-2016). Task: Predict the reactants needed to synthesize the given product. (1) Given the product [C:14]([C:11]1[S:10][C:9]([NH:8][C:4]2[N:5]=[CH:6][N:7]=[C:2]([N:28]3[CH2:29][CH2:30][N:25]([CH:22]4[CH2:23][CH2:24][N:20]([C:18]([NH:17][CH3:16])=[O:19])[CH2:21]4)[CH2:26][CH2:27]3)[CH:3]=2)=[N:13][CH:12]=1)#[N:15], predict the reactants needed to synthesize it. The reactants are: Cl[C:2]1[N:7]=[CH:6][N:5]=[C:4]([NH:8][C:9]2[S:10][C:11]([C:14]#[N:15])=[CH:12][N:13]=2)[CH:3]=1.[CH3:16][NH:17][C:18]([N:20]1[CH2:24][CH2:23][CH:22]([N:25]2[CH2:30][CH2:29][NH:28][CH2:27][CH2:26]2)[CH2:21]1)=[O:19].CCN(C(C)C)C(C)C. (2) Given the product [NH2:1][C:2](=[N:39][C:40]([O:42][CH2:43][C:44]([CH3:46])=[CH2:45])=[O:41])[C:3]1[CH:4]=[CH:5][C:6]([NH:9][C@@H:10]([CH:27]2[N:31]=[C:30]([O:32][C:66]([O:68][C:53]([O:52][CH2:49][CH2:48][F:47])=[O:54])([CH3:58])[CH3:67])[N:29]([C:33]3[N:38]=[CH:37][CH:36]=[CH:35][N:34]=3)[NH:28]2)[C:11]2[C:12]([F:26])=[C:13]([CH:21]=[C:22]([O:24][CH3:25])[CH:23]=2)[O:14][CH2:15][CH2:16][O:17][C:18](=[O:20])[CH3:19])=[CH:7][CH:8]=1, predict the reactants needed to synthesize it. The reactants are: [NH2:1][C:2](=[N:39][C:40]([O:42][CH2:43][C:44]([CH3:46])=[CH2:45])=[O:41])[C:3]1[CH:8]=[CH:7][C:6]([NH:9][C@@H:10]([C:27]2[NH:31][C:30](=[O:32])[N:29]([C:33]3[N:38]=[CH:37][CH:36]=[CH:35][N:34]=3)[N:28]=2)[C:11]2[C:12]([F:26])=[C:13]([CH:21]=[C:22]([O:24][CH3:25])[CH:23]=2)[O:14][CH2:15][CH2:16][O:17][C:18](=[O:20])[CH3:19])=[CH:5][CH:4]=1.[F:47][CH2:48][C:49]([O:52][C:53](=O)[O:54]CCl)(C)C.[C:58](=O)([O-])[O-].[Rb+].[Rb+].CN(C)[C:66](=[O:68])[CH3:67]. (3) The reactants are: Cl.[NH2:2][C:3]1[C:8]([C:9]#[N:10])=[C:7]([C:11]2[CH:27]=[CH:26][C:14]([O:15][CH2:16][CH2:17][O:18][C:19](=[O:25])[CH2:20][CH2:21][C:22]([OH:24])=[O:23])=[CH:13][CH:12]=2)[C:6]([C:28]#[N:29])=[C:5]([S:30][CH2:31][C:32]2[N:33]=[C:34]([C:37]3[CH:42]=[CH:41][C:40]([Cl:43])=[CH:39][CH:38]=3)[S:35][CH:36]=2)[N:4]=1.O.[OH-].[K+:46]. Given the product [K+:46].[NH2:2][C:3]1[C:8]([C:9]#[N:10])=[C:7]([C:11]2[CH:12]=[CH:13][C:14]([O:15][CH2:16][CH2:17][O:18][C:19](=[O:25])[CH2:20][CH2:21][C:22]([O-:24])=[O:23])=[CH:26][CH:27]=2)[C:6]([C:28]#[N:29])=[C:5]([S:30][CH2:31][C:32]2[N:33]=[C:34]([C:37]3[CH:38]=[CH:39][C:40]([Cl:43])=[CH:41][CH:42]=3)[S:35][CH:36]=2)[N:4]=1, predict the reactants needed to synthesize it. (4) Given the product [C:19]([C:16]1[N:14]2[N:15]=[C:10]([NH:9][C:4]3[CH:5]=[CH:6][C:7]([F:8])=[C:2]([NH:1][C:47](=[O:48])[O:49][CH3:50])[CH:3]=3)[CH:11]=[C:12]([N:21]([CH2:28][C:29]3[CH:30]=[CH:31][C:32]([O:35][CH3:36])=[CH:33][CH:34]=3)[C:22]3[CH:27]=[CH:26][CH:25]=[CH:24][N:23]=3)[C:13]2=[N:18][CH:17]=1)#[N:20], predict the reactants needed to synthesize it. The reactants are: [NH2:1][C:2]1[CH:3]=[C:4]([NH:9][C:10]2[CH:11]=[C:12]([N:21]([CH2:28][C:29]3[CH:34]=[CH:33][C:32]([O:35][CH3:36])=[CH:31][CH:30]=3)[C:22]3[CH:27]=[CH:26][CH:25]=[CH:24][N:23]=3)[C:13]3[N:14]([C:16]([C:19]#[N:20])=[CH:17][N:18]=3)[N:15]=2)[CH:5]=[CH:6][C:7]=1[F:8].CCN(C(C)C)C(C)C.Cl[C:47]([O:49][CH3:50])=[O:48]. (5) The reactants are: Cl[C:2]1[C:3](=[O:14])[C:4]2[C:9]([C:10](=[O:13])[C:11]=1[Cl:12])=[CH:8][CH:7]=[CH:6][CH:5]=2.[Cl:15][C:16]1[CH:21]=[CH:20][C:19]([C@H:22]2[CH2:27][CH2:26][C@H:25](C(O)=O)[CH2:24][CH2:23]2)=[CH:18][CH:17]=1.S(OOS([O-])(=O)=O)([O-])(=O)=O.[NH4+].[NH4+]. Given the product [Cl:15][C:16]1[CH:21]=[CH:20][C:19]([CH:22]2[CH2:27][CH2:26][CH:25]([C:2]3[C:3](=[O:14])[C:4]4[C:9]([C:10](=[O:13])[C:11]=3[Cl:12])=[CH:8][CH:7]=[CH:6][CH:5]=4)[CH2:24][CH2:23]2)=[CH:18][CH:17]=1, predict the reactants needed to synthesize it. (6) The reactants are: C(Cl)(=O)C.[NH2:5][C:6]1[CH:11]=[CH:10][CH:9]=[CH:8][C:7]=1[C:12]1[N:16]([CH2:17][CH:18]([CH3:20])[CH3:19])[C:15]([CH2:21][CH2:22][CH3:23])=[N:14][C:13]=1[C:24]#[N:25]. Given the product [CH3:19][CH:18]([CH3:20])[CH2:17][N:16]1[C:12]2[C:7]3[CH:8]=[CH:9][CH:10]=[CH:11][C:6]=3[N:5]=[C:24]([NH2:25])[C:13]=2[N:14]=[C:15]1[CH2:21][CH2:22][CH3:23], predict the reactants needed to synthesize it. (7) Given the product [NH2:1][C:2]1[C:7]([C:21]#[C:20][Si:17]([CH3:19])([CH3:18])[CH3:16])=[C:6]([C:9]([O:11][CH3:12])=[O:10])[N:5]=[C:4]([CH:13]2[CH2:15][CH2:14]2)[N:3]=1, predict the reactants needed to synthesize it. The reactants are: [NH2:1][C:2]1[C:7](Cl)=[C:6]([C:9]([O:11][CH3:12])=[O:10])[N:5]=[C:4]([CH:13]2[CH2:15][CH2:14]2)[N:3]=1.[CH3:16][Si:17]([C:20]#[CH:21])([CH3:19])[CH3:18]. (8) Given the product [CH2:1]([N:8]1[CH2:13][C:14](=[O:16])[NH:19][C:10](=[O:11])[CH2:9]1)[C:2]1[CH:7]=[CH:6][CH:5]=[CH:4][CH:3]=1, predict the reactants needed to synthesize it. The reactants are: [CH2:1]([N:8]([CH2:13][C:14]([OH:16])=O)[CH2:9][C:10](O)=[O:11])[C:2]1[CH:7]=[CH:6][CH:5]=[CH:4][CH:3]=1.C([N:19](CC)CC)C.FC(F)(F)C(N)=O.Cl.CN(C)CCCN=C=NCC.